This data is from Forward reaction prediction with 1.9M reactions from USPTO patents (1976-2016). The task is: Predict the product of the given reaction. (1) Given the reactants [N+:1]([C:4]1[CH:9]=[CH:8][N:7]=[C:6]([C:10]#[N:11])[CH:5]=1)([O-:3])=[O:2].Cl[Si](C)(C)C.[OH2:17], predict the reaction product. The product is: [N+:1]([C:4]1[CH:9]=[CH:8][N:7]=[C:6]([C:10]([NH2:11])=[O:17])[CH:5]=1)([O-:3])=[O:2]. (2) Given the reactants Cl.[CH3:2][N:3]1[C:18]2[C:13](=[CH:14][CH:15]=[CH:16][CH:17]=2)[C:5]([CH2:6][C@@H:7]([C:9]([O:11][CH3:12])=[O:10])[NH2:8])=[CH:4]1.C(N(CC)CC)C.[F:26][C:27]1[CH:37]=[C:36]([F:38])[CH:35]=[CH:34][C:28]=1[CH:29]=[CH:30][C:31](O)=[O:32].CCN=C=NCCCN(C)C.Cl, predict the reaction product. The product is: [F:26][C:27]1[CH:37]=[C:36]([F:38])[CH:35]=[CH:34][C:28]=1[CH:29]=[CH:30][C:31]([NH:8][C@H:7]([C:9]([O:11][CH3:12])=[O:10])[CH2:6][C:5]1[C:13]2[C:18](=[CH:17][CH:16]=[CH:15][CH:14]=2)[N:3]([CH3:2])[CH:4]=1)=[O:32]. (3) Given the reactants [Cl:1][C:2]1[CH:7]=[CH:6][C:5]([C:8]2[NH:9][C:10]3[C:15]([CH:16]=2)=[CH:14][CH:13]=[CH:12][CH:11]=3)=[CH:4][CH:3]=1.[Cl-].[CH:18](=[N+:25]([CH3:27])[CH3:26])[C:19]1[CH:24]=[CH:23][CH:22]=[CH:21][CH:20]=1, predict the reaction product. The product is: [Cl:1][C:2]1[CH:3]=[CH:4][C:5]([C:8]2[NH:9][C:10]3[C:15]([C:16]=2[CH:18]([N:25]([CH3:27])[CH3:26])[C:19]2[CH:24]=[CH:23][CH:22]=[CH:21][CH:20]=2)=[CH:14][CH:13]=[CH:12][CH:11]=3)=[CH:6][CH:7]=1. (4) Given the reactants ClC1C=C(CNC2N=CC3C=C(C4C(Cl)=CC=CC=4Cl)N(C[C@@H]4CCCNC4)C=3N=2)C=CC=1O.[Cl:35][C:36]1[CH:41]=[CH:40][CH:39]=[C:38]([Cl:42])[C:37]=1[C:43]1[N:61]([CH2:62][C@@H:63]2[CH2:68][CH2:67][CH2:66][N:65](C(OC(C)(C)C)=O)[CH2:64]2)[C:46]2[N:47]=[C:48]([NH:51][CH2:52][C:53]3[CH:58]=[CH:57][C:56]([OH:59])=[C:55]([F:60])[CH:54]=3)[N:49]=[CH:50][C:45]=2[CH:44]=1, predict the reaction product. The product is: [Cl:42][C:38]1[CH:39]=[CH:40][CH:41]=[C:36]([Cl:35])[C:37]=1[C:43]1[N:61]([CH2:62][C@@H:63]2[CH2:68][CH2:67][CH2:66][NH:65][CH2:64]2)[C:46]2[N:47]=[C:48]([NH:51][CH2:52][C:53]3[CH:58]=[CH:57][C:56]([OH:59])=[C:55]([F:60])[CH:54]=3)[N:49]=[CH:50][C:45]=2[CH:44]=1.